Dataset: Forward reaction prediction with 1.9M reactions from USPTO patents (1976-2016). Task: Predict the product of the given reaction. (1) Given the reactants [F:1][C:2]1[CH:3]=[C:4]([CH2:10][CH2:11]C(OCC)=O)[CH:5]=C(OC)C=1.[CH3:17][Mg]Br.[CH2:20]([O:22][CH2:23][CH3:24])C.O.C([O:29][CH2:30][CH3:31])(=O)C, predict the reaction product. The product is: [F:1][C:2]1[CH:3]=[C:4]([CH2:10][CH2:11][C:30]([CH3:31])([OH:29])[CH3:17])[CH:5]=[C:23]([O:22][CH3:20])[CH:24]=1. (2) Given the reactants [Cl:1][C:2]1[CH:3]=[CH:4][C:5]([CH:12]=[CH2:13])=[C:6]([NH:8][C:9](=[O:11])[CH3:10])[CH:7]=1.[Cl:14][C:15]1[CH:20]=[C:19](Cl)[C:18]([CH2:22]Cl)=[CH:17][N:16]=1.C(N1C2C=CC=CC=2C=CC2N=C(Cl)C(F)=CC=2C1)(=O)C, predict the reaction product. The product is: [C:9]([N:8]1[C:6]2[CH:7]=[C:2]([Cl:1])[CH:3]=[CH:4][C:5]=2[CH:12]=[CH:13][C:19]2[CH:20]=[C:15]([Cl:14])[N:16]=[CH:17][C:18]=2[CH2:22]1)(=[O:11])[CH3:10]. (3) Given the reactants C1(C(=[N:14][C:15]([CH3:27])([CH2:20][C:21]2[CH:26]=[CH:25][N:24]=[CH:23][CH:22]=2)[C:16]([O:18][CH3:19])=[O:17])C2C=CC=CC=2)C=CC=CC=1.Cl, predict the reaction product. The product is: [NH2:14][C:15]([CH3:27])([CH2:20][C:21]1[CH:22]=[CH:23][N:24]=[CH:25][CH:26]=1)[C:16]([O:18][CH3:19])=[O:17].